From a dataset of Catalyst prediction with 721,799 reactions and 888 catalyst types from USPTO. Predict which catalyst facilitates the given reaction. (1) Reactant: C(O)(C(F)(F)F)=O.[CH2:8]([O:51][CH:52]1[C@H:56]2[C@H:57](OC3CCCCO3)[N:58](C(OC(C)(C)C)=O)[C:59]3[CH:66]=[CH:65][C:64]([O:67][CH3:68])=[CH:63][C:60]=3[C:61](=[O:62])[N:55]2[CH2:54][CH2:53]1)[CH2:9][CH2:10][CH2:11][CH2:12][CH2:13][CH2:14][CH2:15][CH2:16][CH2:17][CH2:18][O:19][CH:20]1[C@H:24]2[C@H:25](OC3CCCCO3)[N:26](C(OC(C)(C)C)=O)[C:27]3[CH:34]=[CH:33][C:32]([O:35][CH3:36])=[CH:31][C:28]=3[C:29](=[O:30])[N:23]2[CH2:22][CH2:21]1.C([O-])(O)=O.[Na+]. Product: [CH2:18]([O:19][CH:20]1[C@@H:24]2[CH:25]=[N:26][C:27]3[CH:34]=[CH:33][C:32]([O:35][CH3:36])=[CH:31][C:28]=3[C:29](=[O:30])[N:23]2[CH2:22][CH2:21]1)[CH2:17][CH2:16][CH2:15][CH2:14][CH2:13][CH2:12][CH2:11][CH2:10][CH2:9][CH2:8][O:51][CH:52]1[C@@H:56]2[CH:57]=[N:58][C:59]3[CH:66]=[CH:65][C:64]([O:67][CH3:68])=[CH:63][C:60]=3[C:61](=[O:62])[N:55]2[CH2:54][CH2:53]1. The catalyst class is: 254. (2) Reactant: [CH2:1]([O:3][C:4]([C:6]12[CH2:13][CH2:12][C:9]([NH:14][CH2:15][C:16]([N:18]3[CH2:22][C@@H:21]([F:23])[CH2:20][C@H:19]3[C:24]([NH2:26])=O)=[O:17])([CH2:10][CH2:11]1)[CH2:8][CH2:7]2)=[O:5])[CH3:2].FC(F)(F)C(O)=O.FC(F)(F)C(OC(=O)C(F)(F)F)=O.C(=O)([O-])[O-].[K+].[K+]. Product: [CH2:1]([O:3][C:4]([C:6]12[CH2:13][CH2:12][C:9]([NH:14][CH2:15][C:16]([N:18]3[CH2:22][C@@H:21]([F:23])[CH2:20][C@H:19]3[C:24]#[N:26])=[O:17])([CH2:10][CH2:11]1)[CH2:8][CH2:7]2)=[O:5])[CH3:2]. The catalyst class is: 9. (3) Reactant: [Br:1][C:2]1[CH:3]=[C:4]2[C:9](=[CH:10][CH:11]=1)[CH:8]=[C:7]([S:12]([N:15]1[CH2:20][CH2:19][N:18]([CH2:21][C:22]3([NH:34][C:35](=[O:39])[O:36][CH2:37][CH3:38])[CH2:27][CH2:26][N:25]([C:28]4[CH:33]=[CH:32][N:31]=[CH:30][CH:29]=4)[CH2:24][CH2:23]3)[C:17](=[O:40])[CH2:16]1)(=[O:14])=[O:13])[CH:6]=[CH:5]2.[ClH:41].C(OCC)(=O)C. Product: [ClH:41].[Br:1][C:2]1[CH:3]=[C:4]2[C:9](=[CH:10][CH:11]=1)[CH:8]=[C:7]([S:12]([N:15]1[CH2:20][CH2:19][N:18]([CH2:21][C:22]3([NH:34][C:35](=[O:39])[O:36][CH2:37][CH3:38])[CH2:23][CH2:24][N:25]([C:28]4[CH:33]=[CH:32][N:31]=[CH:30][CH:29]=4)[CH2:26][CH2:27]3)[C:17](=[O:40])[CH2:16]1)(=[O:14])=[O:13])[CH:6]=[CH:5]2. The catalyst class is: 8. (4) Reactant: C(=O)([O-])[O-].[K+].[K+].Br[CH:8]([Br:10])[CH3:9].[Br:11][C:12]1[CH:13]=[C:14]([NH:18][C:19]2[C:28]3[C:23](=[CH:24][C:25]([O:30][CH3:31])=[C:26]([OH:29])[CH:27]=3)[N:22]=[CH:21][N:20]=2)[CH:15]=[CH:16][CH:17]=1. Product: [Br:11][C:12]1[CH:13]=[C:14]([NH:18][C:19]2[C:28]3[C:23](=[CH:24][C:25]([O:30][CH3:31])=[C:26]([O:29][CH2:9][CH2:8][Br:10])[CH:27]=3)[N:22]=[CH:21][N:20]=2)[CH:15]=[CH:16][CH:17]=1. The catalyst class is: 9. (5) Reactant: [CH:1]1([CH2:7][O:8][C:9]2[C:10]([NH2:15])=[N:11][CH:12]=[CH:13][CH:14]=2)[CH2:6][CH2:5][CH2:4][CH2:3][CH2:2]1.Cl[CH:17]([C:23]([CH3:25])=O)[C:18]([O:20][CH2:21][CH3:22])=[O:19]. Product: [CH:1]1([CH2:7][O:8][C:9]2[C:10]3[N:11]([C:17]([C:18]([O:20][CH2:21][CH3:22])=[O:19])=[C:23]([CH3:25])[N:15]=3)[CH:12]=[CH:13][CH:14]=2)[CH2:2][CH2:3][CH2:4][CH2:5][CH2:6]1. The catalyst class is: 8. (6) Reactant: [Cl:1][C:2]1[CH:3]=[CH:4][C:5]([O:12][C:13]([CH3:31])([C:15]2[N:19]([CH3:20])[C:18]([C:21]3[CH:26]=[CH:25][CH:24]=[CH:23][C:22]=3[C:27]([F:30])([F:29])[F:28])=[N:17][N:16]=2)[CH3:14])=[C:6]([CH:11]=1)[C:7]([NH:9][NH2:10])=[O:8].C(N(CC)CC)C.Cl[C:40](=O)[C:41]([O:43][CH2:44][CH3:45])=[O:42].O. Product: [Cl:1][C:2]1[CH:3]=[CH:4][C:5]([O:12][C:13]([CH3:31])([C:15]2[N:19]([CH3:20])[C:18]([C:21]3[CH:26]=[CH:25][CH:24]=[CH:23][C:22]=3[C:27]([F:29])([F:28])[F:30])=[N:17][N:16]=2)[CH3:14])=[C:6]([C:7]2[O:8][C:40]([C:41]([O:43][CH2:44][CH3:45])=[O:42])=[N:10][N:9]=2)[CH:11]=1. The catalyst class is: 1.